From a dataset of NCI-60 drug combinations with 297,098 pairs across 59 cell lines. Regression. Given two drug SMILES strings and cell line genomic features, predict the synergy score measuring deviation from expected non-interaction effect. Drug 1: C1=CC(=CC=C1CCC2=CNC3=C2C(=O)NC(=N3)N)C(=O)NC(CCC(=O)O)C(=O)O. Drug 2: CN(C(=O)NC(C=O)C(C(C(CO)O)O)O)N=O. Cell line: IGROV1. Synergy scores: CSS=17.9, Synergy_ZIP=-4.20, Synergy_Bliss=-1.99, Synergy_Loewe=-68.2, Synergy_HSA=-0.787.